This data is from Reaction yield outcomes from USPTO patents with 853,638 reactions. The task is: Predict the reaction yield, written as a fraction of the theoretical maximum amount of product (1.0 means a 100% yield; for example, 0.34 means a 34% yield). (1) The reactants are [OH:1][C:2]1[CH:10]=[C:9]([OH:11])[C:8]([Br:12])=[CH:7][C:3]=1[C:4]([OH:6])=[O:5].C(=O)([O-])[O-].[K+].[K+].[CH2:19](Br)[C:20]1[CH:25]=[CH:24][CH:23]=[CH:22][CH:21]=1.[OH-].[K+].Cl. The catalyst is CN(C=O)C.O.CO. The product is [CH2:19]([O:1][C:2]1[CH:10]=[C:9]([O:11][CH2:4][C:3]2[CH:7]=[CH:8][CH:9]=[CH:10][CH:2]=2)[C:8]([Br:12])=[CH:7][C:3]=1[C:4]([OH:6])=[O:5])[C:20]1[CH:25]=[CH:24][CH:23]=[CH:22][CH:21]=1. The yield is 0.560. (2) The reactants are [Br:1][C:2]1[CH:3]=[C:4]2[C:9](=[CH:10][CH:11]=1)[N:8]=[C:7](Cl)[CH:6]=[CH:5]2.[CH3:13][O-:14].[Na+]. The catalyst is CO. The product is [Br:1][C:2]1[CH:3]=[C:4]2[C:9](=[CH:10][CH:11]=1)[N:8]=[C:7]([O:14][CH3:13])[CH:6]=[CH:5]2. The yield is 1.00. (3) The reactants are [CH3:1][N:2]([CH3:17])[CH2:3][C:4]1[CH:9]=[C:8]([C:10]([F:13])([F:12])[F:11])[CH:7]=[C:6]([N+:14]([O-])=O)[CH:5]=1. The catalyst is C(O)C.[Pd]. The product is [CH3:17][N:2]([CH2:3][C:4]1[CH:5]=[C:6]([CH:7]=[C:8]([C:10]([F:11])([F:13])[F:12])[CH:9]=1)[NH2:14])[CH3:1]. The yield is 0.840. (4) The reactants are [C:1]([O:5][C:6](=[O:13])[NH:7][C@H:8]1[CH2:11][C@H:10]([OH:12])[CH2:9]1)([CH3:4])([CH3:3])[CH3:2].C(N(CC)CC)C.[CH3:21][S:22](Cl)(=[O:24])=[O:23]. The catalyst is C(Cl)Cl. The product is [CH3:21][S:22]([O:12][C@H:10]1[CH2:11][C@H:8]([NH:7][C:6]([O:5][C:1]([CH3:4])([CH3:2])[CH3:3])=[O:13])[CH2:9]1)(=[O:24])=[O:23]. The yield is 1.02.